Dataset: Reaction yield outcomes from USPTO patents with 853,638 reactions. Task: Predict the reaction yield, written as a fraction of the theoretical maximum amount of product (1.0 means a 100% yield; for example, 0.34 means a 34% yield). (1) The yield is 0.430. The catalyst is C1COCC1.CO. The reactants are [OH-].[Na+].C(O[C:6]([C:8]1[C:9]([C:24]([F:27])([F:26])[F:25])=[N:10][C:11]2[N:12]([C:14]([C:17]3[CH:22]=[CH:21][CH:20]=[C:19]([Cl:23])[CH:18]=3)=[CH:15][N:16]=2)[CH:13]=1)=[O:7])C.C(Cl)CCl.C1[CH:33]=[CH:34][C:35]2N(O)N=[N:38][C:36]=2C=1.[O:42]1CCC[CH2:44][CH:43]1CN.C(N(CC)CC)C. The product is [O:42]1[CH2:33][CH2:34][CH:35]([CH2:36][NH:38][C:6]([C:8]2[C:9]([C:24]([F:27])([F:26])[F:25])=[N:10][C:11]3[N:12]([C:14]([C:17]4[CH:22]=[CH:21][CH:20]=[C:19]([Cl:23])[CH:18]=4)=[CH:15][N:16]=3)[CH:13]=2)=[O:7])[CH2:44][CH2:43]1. (2) The reactants are [CH2:1]([O:3][C:4](=[O:42])[CH2:5][CH2:6][CH2:7][O:8][C:9]1[CH:14]=[CH:13][CH:12]=[C:11]([CH2:15][CH2:16][CH2:17][CH2:18][CH2:19][CH2:20][O:21][C:22]2[CH:27]=[C:26]([S:28]([CH2:31][CH2:32][CH3:33])(=[O:30])=[O:29])[CH:25]=[C:24](Br)[CH:23]=2)[C:10]=1[CH2:35][CH2:36][C:37]([O:39][CH2:40][CH3:41])=[O:38])[CH3:2].[Cl:43][C:44]1[CH:49]=[CH:48][C:47](B(O)O)=[CH:46][CH:45]=1.C(=O)([O-])[O-].[Cs+].[Cs+]. The catalyst is C1C=CC(P(C2C=CC=CC=2)[C-]2C=CC=C2)=CC=1.C1C=CC(P(C2C=CC=CC=2)[C-]2C=CC=C2)=CC=1.Cl[Pd]Cl.[Fe+2]. The product is [CH2:1]([O:3][C:4](=[O:42])[CH2:5][CH2:6][CH2:7][O:8][C:9]1[CH:14]=[CH:13][CH:12]=[C:11]([CH2:15][CH2:16][CH2:17][CH2:18][CH2:19][CH2:20][O:21][C:22]2[CH:23]=[C:24]([C:47]3[CH:48]=[CH:49][C:44]([Cl:43])=[CH:45][CH:46]=3)[CH:25]=[C:26]([S:28]([CH2:31][CH2:32][CH3:33])(=[O:30])=[O:29])[CH:27]=2)[C:10]=1[CH2:35][CH2:36][C:37]([O:39][CH2:40][CH3:41])=[O:38])[CH3:2]. The yield is 0.910. (3) The reactants are O.NN.[F:4][CH2:5][C:6]1[N:11]=[C:10]([C:12]#[C:13][CH2:14][CH2:15][N:16]2C(=O)C3C(=CC=CC=3)C2=O)[CH:9]=[CH:8][CH:7]=1.C(Cl)Cl. The catalyst is CCO. The product is [F:4][CH2:5][C:6]1[N:11]=[C:10]([C:12]#[C:13][CH2:14][CH2:15][NH2:16])[CH:9]=[CH:8][CH:7]=1. The yield is 0.630. (4) The reactants are [Cl:1][C:2]1[C:6]([NH:7][CH2:8][CH3:9])=[CH:5][N:4]([C:10]2[CH:11]=[N:12][CH:13]=[CH:14][CH:15]=2)[N:3]=1.N1C=CC=CC=1.[F:22][C:23]([F:33])([F:32])[CH2:24][CH2:25][S:26][CH2:27][CH2:28][C:29](Cl)=[O:30].O. The catalyst is C(Cl)Cl.CN(C)C1C=CN=CC=1. The product is [Cl:1][C:2]1[C:6]([N:7]([CH2:8][CH3:9])[C:29](=[O:30])[CH2:28][CH2:27][S:26][CH2:25][CH2:24][C:23]([F:33])([F:32])[F:22])=[CH:5][N:4]([C:10]2[CH:11]=[N:12][CH:13]=[CH:14][CH:15]=2)[N:3]=1. The yield is 0.890. (5) The product is [Cl:1][C:2]1[CH:3]=[C:4]2[C:9](=[CH:10][CH:11]=1)[N:8]=[C:7]([NH:12][C:13]([N:30]1[CH2:29][CH2:28][N:27]([C:22]3[CH:23]=[CH:24][CH:25]=[CH:26][C:21]=3[F:20])[CH2:32][CH2:31]1)=[O:17])[C:6]([O:18][CH3:19])=[N:5]2. The reactants are [Cl:1][C:2]1[CH:3]=[C:4]2[C:9](=[CH:10][CH:11]=1)[N:8]=[C:7]([NH:12][C:13](=[O:17])OCC)[C:6]([O:18][CH3:19])=[N:5]2.[F:20][C:21]1[CH:26]=[CH:25][CH:24]=[CH:23][C:22]=1[N:27]1[CH2:32][CH2:31][NH:30][CH2:29][CH2:28]1. No catalyst specified. The yield is 0.930. (6) The reactants are [NH:1]([C:8]1[CH:13]=[C:12]([O:14][C:15]2[C:16]([C:22]([O-])=[O:23])=[N:17][C:18]([CH3:21])=[CH:19][CH:20]=2)[CH:11]=[CH:10][N:9]=1)[C:2]1[CH:7]=[CH:6][CH:5]=[CH:4][CH:3]=1.[Na+].[CH:26]1([CH2:29][NH2:30])[CH2:28][CH2:27]1.CN(C(ON1N=NC2C=CC=NC1=2)=[N+](C)C)C.F[P-](F)(F)(F)(F)F.CCN(C(C)C)C(C)C. The catalyst is CN(C=O)C. The product is [NH:1]([C:8]1[CH:13]=[C:12]([O:14][C:15]2[C:16]([C:22]([NH:30][CH2:29][CH:26]3[CH2:28][CH2:27]3)=[O:23])=[N:17][C:18]([CH3:21])=[CH:19][CH:20]=2)[CH:11]=[CH:10][N:9]=1)[C:2]1[CH:7]=[CH:6][CH:5]=[CH:4][CH:3]=1. The yield is 0.380.